Task: Predict the reaction yield, written as a fraction of the theoretical maximum amount of product (1.0 means a 100% yield; for example, 0.34 means a 34% yield).. Dataset: Reaction yield outcomes from USPTO patents with 853,638 reactions (1) The reactants are Cl.[NH2:2][C:3]1[C:4]([OH:19])=[C:5]([C:10]2[CH:15]=[CH:14][CH:13]=[C:12]([C:16]([OH:18])=[O:17])[CH:11]=2)[CH:6]=[C:7]([CH3:9])[CH:8]=1.[N:20]([O-])=O.[Na+].[CH2:24]([CH:26]1[C:34]2[C:29](=[CH:30][CH:31]=[C:32]([N:35]3[C:39](=[O:40])[CH2:38][C:37]([CH3:41])=[N:36]3)[CH:33]=2)[CH2:28][CH2:27]1)[CH3:25].C(=O)(O)[O-].[Na+]. The catalyst is Cl.C(O)C. The product is [CH2:24]([CH:26]1[C:34]2[C:29](=[CH:30][CH:31]=[C:32]([N:35]3[C:39](=[O:40])[C:38](=[N:20][NH:2][C:3]4[C:4]([OH:19])=[C:5]([C:10]5[CH:15]=[CH:14][CH:13]=[C:12]([C:16]([OH:18])=[O:17])[CH:11]=5)[CH:6]=[C:7]([CH3:9])[CH:8]=4)[C:37]([CH3:41])=[N:36]3)[CH:33]=2)[CH2:28][CH2:27]1)[CH3:25]. The yield is 0.707. (2) The yield is 0.120. The product is [CH:1]1([N:4]2[CH2:5][CH2:6][N:7]([C:10]3[CH:11]=[CH:12][C:13]([C:14]([NH:21][C:22]4[CH:23]=[C:24]([CH2:34][CH2:35][C:36]5[CH:41]=[C:40]([O:42][CH3:43])[CH:39]=[C:38]([O:44][CH3:45])[CH:37]=5)[NH:25][N:26]=4)=[O:16])=[CH:19][CH:20]=3)[CH2:8][CH2:9]2)[CH2:2][CH2:3]1. The reactants are [CH:1]1([N:4]2[CH2:9][CH2:8][N:7]([C:10]3[CH:20]=[CH:19][C:13]([C:14]([O:16]CC)=O)=[CH:12][CH:11]=3)[CH2:6][CH2:5]2)[CH2:3][CH2:2]1.[NH2:21][C:22]1[N:26](C(OC(C)(C)C)=O)[N:25]=[C:24]([CH2:34][CH2:35][C:36]2[CH:41]=[C:40]([O:42][CH3:43])[CH:39]=[C:38]([O:44][CH3:45])[CH:37]=2)[CH:23]=1.C[Si]([N-][Si](C)(C)C)(C)C.[Na+]. The catalyst is C1COCC1.